From a dataset of Reaction yield outcomes from USPTO patents with 853,638 reactions. Predict the reaction yield, written as a fraction of the theoretical maximum amount of product (1.0 means a 100% yield; for example, 0.34 means a 34% yield). (1) The reactants are [Cl:1][C:2]1[CH:7]=[CH:6][C:5]([NH:8][C:9]2[C:10]([C:19]([NH:21][NH2:22])=[O:20])=[CH:11][C:12]3[NH:16][CH:15]=[N:14][C:13]=3[C:17]=2[F:18])=[C:4]([CH3:23])[CH:3]=1.[CH:24](OCC)(OCC)OCC.CC1C=CC(S(O)(=O)=O)=CC=1.O. The catalyst is CCO. The product is [Cl:1][C:2]1[CH:7]=[CH:6][C:5]([NH:8][C:9]2[C:10]([C:19]3[O:20][CH:24]=[N:22][N:21]=3)=[CH:11][C:12]3[NH:16][CH:15]=[N:14][C:13]=3[C:17]=2[F:18])=[C:4]([CH3:23])[CH:3]=1. The yield is 0.730. (2) The reactants are FC(F)(F)S(O[C:7]1[CH:12]=[C:11]([CH:13]2[CH2:16][CH2:15][CH2:14]2)[N:10]([C:17]2[CH:22]=[CH:21][CH:20]=[CH:19][CH:18]=2)[C:9](=[O:23])[CH:8]=1)(=O)=O.[NH2:26][C:27]1[CH:36]=[CH:35][CH:34]=[CH:33][C:28]=1[C:29]([O:31][CH3:32])=[O:30].C(=O)([O-])[O-].[Cs+].[Cs+]. The catalyst is C(Cl)Cl.C1C=CC(/C=C/C(/C=C/C2C=CC=CC=2)=O)=CC=1.C1C=CC(/C=C/C(/C=C/C2C=CC=CC=2)=O)=CC=1.C1C=CC(/C=C/C(/C=C/C2C=CC=CC=2)=O)=CC=1.[Pd].[Pd].C1(C)C=CC=CC=1. The product is [CH:13]1([C:11]2[N:10]([C:17]3[CH:22]=[CH:21][CH:20]=[CH:19][CH:18]=3)[C:9](=[O:23])[CH:8]=[C:7]([NH:26][C:27]3[CH:36]=[CH:35][CH:34]=[CH:33][C:28]=3[C:29]([O:31][CH3:32])=[O:30])[CH:12]=2)[CH2:16][CH2:15][CH2:14]1. The yield is 0.880. (3) The reactants are C[O:2][C:3]([C:5]1[CH:14]=[CH:13][C:12]2[C:7](=[CH:8][CH:9]=[C:10]([Br:15])[CH:11]=2)[CH:6]=1)=[O:4].[OH-].[Li+]. The catalyst is O1CCCC1.C(O)C.O. The product is [Br:15][C:10]1[CH:11]=[C:12]2[C:7](=[CH:8][CH:9]=1)[CH:6]=[C:5]([C:3]([OH:4])=[O:2])[CH:14]=[CH:13]2. The yield is 0.800. (4) The reactants are [N:1]1([C:7]2[S:8][C:9]([C:23]([NH2:25])=O)=[C:10]([CH2:12][C:13]3[CH:22]=[CH:21][C:20]4[C:15](=[CH:16][CH:17]=[CH:18][CH:19]=4)[CH:14]=3)[N:11]=2)[CH2:6][CH2:5][O:4][CH2:3][CH2:2]1.P(Cl)(Cl)(Cl)=O. No catalyst specified. The product is [N:1]1([C:7]2[S:8][C:9]([C:23]#[N:25])=[C:10]([CH2:12][C:13]3[CH:22]=[CH:21][C:20]4[C:15](=[CH:16][CH:17]=[CH:18][CH:19]=4)[CH:14]=3)[N:11]=2)[CH2:6][CH2:5][O:4][CH2:3][CH2:2]1. The yield is 0.980.